This data is from Full USPTO retrosynthesis dataset with 1.9M reactions from patents (1976-2016). The task is: Predict the reactants needed to synthesize the given product. (1) Given the product [CH3:1][C:2]1[CH:7]=[C:6]([N+:8]([O-:10])=[O:9])[CH:5]=[CH:4][C:3]=1[N:11]=[C:12]1[S:16][CH2:15][C:14]2([CH2:17][CH2:18][CH2:19][CH2:20]2)[N:13]1[CH2:23][CH:22]=[CH2:21], predict the reactants needed to synthesize it. The reactants are: [CH3:1][C:2]1[CH:7]=[C:6]([N+:8]([O-:10])=[O:9])[CH:5]=[CH:4][C:3]=1[N:11]=[C:12]1[S:16][CH2:15][C:14]2([CH2:20][CH2:19][CH2:18][CH2:17]2)[NH:13]1.[CH2:21](Br)[CH:22]=[CH2:23]. (2) Given the product [Cl:1][C:2]1[CH:7]=[CH:6][C:5]([C:8](=[O:9])[C:10]([OH:11])([CH2:26][O:27][CH3:20])[C:13]([F:16])([F:15])[F:14])=[C:4]([O:17][CH3:18])[C:3]=1[F:19], predict the reactants needed to synthesize it. The reactants are: [Cl:1][C:2]1[CH:7]=[CH:6][C:5]([C:8]([C:10]2([C:13]([F:16])([F:15])[F:14])C[O:11]2)=[O:9])=[C:4]([O:17][CH3:18])[C:3]=1[F:19].[C:20](=O)([O-])[O-].[Cs+].[Cs+].[CH3:26][OH:27]. (3) Given the product [ClH:42].[CH:36]12[CH2:37][CH:38]([CH2:34][CH2:35]1)[CH2:39][CH:40]2[NH:41][C:1](=[O:24])[O:2][CH2:3][CH:4]1[CH2:5][CH2:6][N:7]([CH2:10][CH2:11][O:12][CH3:13])[CH2:8][CH2:9]1, predict the reactants needed to synthesize it. The reactants are: [C:1](=[O:24])(OC1C=CC([N+]([O-])=O)=CC=1)[O:2][CH2:3][CH:4]1[CH2:9][CH2:8][N:7]([CH2:10][CH2:11][O:12][CH3:13])[CH2:6][CH2:5]1.CCN(C(C)C)C(C)C.[CH2:34]1[CH:38]2[CH2:39][CH:40]([NH2:41])[CH:36]([CH2:37]2)[CH2:35]1.[ClH:42].CCOCC. (4) Given the product [F:28][C:25]1[CH:24]=[CH:23][C:22]([CH2:21][NH:20][C:18]([N:15]2[CH2:14][CH2:13][CH:12]([NH:11][C:10]3[CH:9]=[CH:8][C:7]([CH2:6][CH2:5][NH:4][CH2:53][C@H:51]([OH:52])[CH2:50][O:49][C:45]4[CH:44]=[C:43]([N:35]([S:32]([CH3:31])(=[O:34])=[O:33])[C:36](=[O:42])[O:37][C:38]([CH3:39])([CH3:40])[CH3:41])[CH:48]=[CH:47][CH:46]=4)=[CH:30][CH:29]=3)[CH2:17][CH2:16]2)=[O:19])=[CH:27][CH:26]=1, predict the reactants needed to synthesize it. The reactants are: C(O)=O.[NH2:4][CH2:5][CH2:6][C:7]1[CH:30]=[CH:29][C:10]([NH:11][CH:12]2[CH2:17][CH2:16][N:15]([C:18]([NH:20][CH2:21][C:22]3[CH:27]=[CH:26][C:25]([F:28])=[CH:24][CH:23]=3)=[O:19])[CH2:14][CH2:13]2)=[CH:9][CH:8]=1.[CH3:31][S:32]([N:35]([C:43]1[CH:48]=[CH:47][CH:46]=[C:45]([O:49][CH2:50][C@@H:51]2[CH2:53][O:52]2)[CH:44]=1)[C:36](=[O:42])[O:37][C:38]([CH3:41])([CH3:40])[CH3:39])(=[O:34])=[O:33]. (5) Given the product [CH3:18][N:15]1[C:16]([CH3:17])=[C:12]([C:7]2[N:8]=[CH:9][CH:10]=[C:11]3[C:2](=[O:1])[C:3]([C:26]4[CH:27]=[CH:28][C:29]([C:32]5([NH:36][C:37](=[O:43])[O:38][C:39]([CH3:42])([CH3:41])[CH3:40])[CH2:35][CH2:34][CH2:33]5)=[CH:30][CH:31]=4)=[C:4]([C:20]4[CH:21]=[CH:22][CH:23]=[CH:24][CH:25]=4)[O:5][C:6]=23)[CH:13]=[N:14]1, predict the reactants needed to synthesize it. The reactants are: [O:1]=[C:2]1[C:11]2[C:6](=[C:7]([C:12]3[C:13](C)=[N:14][N:15]([CH3:18])[C:16]=3[CH3:17])[N:8]=[CH:9][CH:10]=2)[O:5][C:4]([C:20]2[CH:25]=[CH:24][CH:23]=[CH:22][CH:21]=2)=[C:3]1[C:26]1[CH:31]=[CH:30][C:29]([C:32]2([NH:36][C:37](=[O:43])[O:38][C:39]([CH3:42])([CH3:41])[CH3:40])[CH2:35][CH2:34][CH2:33]2)=[CH:28][CH:27]=1.ClC1N=CC=C2C(=O)C(C3C=CC(C4(NC(=O)OC(C)(C)C)CCC4)=CC=3)=C(C3C=CC=CC=3)OC=12.CN1C(C)=C(B2OC(C)(C)C(C)(C)O2)C=N1. (6) Given the product [Cl:26][C:7]1[C:2]([F:1])=[C:3]2[CH:10]=[CH:9][N:8]([Si:11]([CH:15]([CH3:17])[CH3:16])([CH:18]([CH3:20])[CH3:19])[CH:12]([CH3:13])[CH3:14])[C:4]2=[N:5][CH:6]=1, predict the reactants needed to synthesize it. The reactants are: [F:1][C:2]1[CH:7]=[CH:6][N:5]=[C:4]2[N:8]([Si:11]([CH:18]([CH3:20])[CH3:19])([CH:15]([CH3:17])[CH3:16])[CH:12]([CH3:14])[CH3:13])[CH:9]=[CH:10][C:3]=12.[Li]C(CC)C.[Cl:26]C(Cl)(Cl)C(Cl)(Cl)Cl. (7) Given the product [BrH:2].[Cl:3][C:4]1[CH:9]=[CH:8][CH:7]=[CH:6][C:5]=1[C@H:10]([N:15]1[CH2:20][CH2:19][C:18]2[S:21][CH:22]=[CH:23][C:17]=2[CH2:16]1)[C:11]([O:13][CH3:14])=[O:12], predict the reactants needed to synthesize it. The reactants are: O.[BrH:2].[Cl:3][C:4]1[CH:9]=[CH:8][CH:7]=[CH:6][C:5]=1[C@H:10]([N:15]1[CH2:20][CH2:19][C:18]2[S:21][CH:22]=[CH:23][C:17]=2[CH2:16]1)[C:11]([O:13][CH3:14])=[O:12].C(OC(=O)C)(C)C.